The task is: Predict the reactants needed to synthesize the given product.. This data is from Full USPTO retrosynthesis dataset with 1.9M reactions from patents (1976-2016). Given the product [ClH:32].[NH:8]1[CH2:13][CH2:12][C:11](=[CH:14][C:15]2[CH:16]=[C:17]([CH:18]=[CH:19][CH:20]=2)[O:21][C:22]2[CH:27]=[CH:26][C:25]([C:28]([F:31])([F:29])[F:30])=[CH:24][N:23]=2)[CH2:10][CH2:9]1, predict the reactants needed to synthesize it. The reactants are: C(OC([N:8]1[CH2:13][CH2:12][C:11](=[CH:14][C:15]2[CH:20]=[CH:19][CH:18]=[C:17]([O:21][C:22]3[CH:27]=[CH:26][C:25]([C:28]([F:31])([F:30])[F:29])=[CH:24][N:23]=3)[CH:16]=2)[CH2:10][CH2:9]1)=O)(C)(C)C.[ClH:32].O1CCOCC1.